This data is from Full USPTO retrosynthesis dataset with 1.9M reactions from patents (1976-2016). The task is: Predict the reactants needed to synthesize the given product. (1) Given the product [OH:21][CH:7]([C:1]1[CH:2]=[CH:3][CH:4]=[CH:5][CH:6]=1)[CH2:8][CH2:9][N:37]1[CH2:38][CH2:39][CH:34]([CH2:33][CH2:32][S:29]([C:26]2[CH:25]=[CH:24][C:23]([F:22])=[CH:28][CH:27]=2)(=[O:31])=[O:30])[CH2:35][CH2:36]1, predict the reactants needed to synthesize it. The reactants are: [C:1]1([C@@H:7]([OH:21])[CH2:8][CH2:9]OS(C2C=CC(C)=CC=2)(=O)=O)[CH:6]=[CH:5][CH:4]=[CH:3][CH:2]=1.[F:22][C:23]1[CH:28]=[CH:27][C:26]([S:29]([CH2:32][CH2:33][CH:34]2[CH2:39][CH2:38][NH:37][CH2:36][CH2:35]2)(=[O:31])=[O:30])=[CH:25][CH:24]=1.C(=O)([O-])[O-].[K+].[K+]. (2) Given the product [Si:47]([O:46][C@H:45]([C:54]1[CH:55]=[CH:56][C:57]([OH:63])=[C:58]([NH:60][CH:61]=[O:62])[CH:59]=1)[CH2:44][NH:43][CH2:2][C:4]1[C:9]([CH3:10])=[CH:8][C:7]([NH:11][C:12]([CH2:14][CH2:15][N:16]2[CH2:21][CH2:20][CH:19]([O:22][C:23](=[O:37])[NH:24][C:25]3[CH:30]=[CH:29][CH:28]=[CH:27][C:26]=3[C:31]3[CH:36]=[CH:35][CH:34]=[CH:33][CH:32]=3)[CH2:18][CH2:17]2)=[O:13])=[C:6]([CH3:38])[CH:5]=1)([C:50]([CH3:53])([CH3:52])[CH3:51])([CH3:49])[CH3:48], predict the reactants needed to synthesize it. The reactants are: Cl.[CH:2]([C:4]1[C:9]([CH3:10])=[CH:8][C:7]([NH:11][C:12]([CH2:14][CH2:15][N:16]2[CH2:21][CH2:20][CH:19]([O:22][C:23](=[O:37])[NH:24][C:25]3[CH:30]=[CH:29][CH:28]=[CH:27][C:26]=3[C:31]3[CH:36]=[CH:35][CH:34]=[CH:33][CH:32]=3)[CH2:18][CH2:17]2)=[O:13])=[C:6]([CH3:38])[CH:5]=1)=O.C(O)(=O)C.[NH2:43][CH2:44][C@@H:45]([C:54]1[CH:55]=[CH:56][C:57]([OH:63])=[C:58]([NH:60][CH:61]=[O:62])[CH:59]=1)[O:46][Si:47]([C:50]([CH3:53])([CH3:52])[CH3:51])([CH3:49])[CH3:48].C(O[BH-](OC(=O)C)OC(=O)C)(=O)C.[Na+].C(=O)(O)[O-].[Na+]. (3) Given the product [Br:28]/[CH:15]=[C:14](/[C:19]1[N:20]=[C:21]([O:26][CH3:27])[C:22]([Cl:25])=[CH:23][CH:24]=1)\[C:11]1[CH:12]=[CH:13][C:8]([C:4]([CH3:7])([CH3:6])[CH3:5])=[CH:9][CH:10]=1, predict the reactants needed to synthesize it. The reactants are: C(#N)C.[C:4]([C:8]1[CH:13]=[CH:12][C:11](/[C:14](/[C:19]2[CH:24]=[CH:23][C:22]([Cl:25])=[C:21]([O:26][CH3:27])[N:20]=2)=[CH:15]\C(O)=O)=[CH:10][CH:9]=1)([CH3:7])([CH3:6])[CH3:5].[Br:28]N1C(=O)CCC1=O. (4) Given the product [CH2:38]([O:37][C:35]([C:34]1[O:24][C:19]2=[CH:18][CH:17]=[C:16]3[C:21]([N:13]([CH2:12][C@@H:11]([NH:10][C:9]([O:8][CH2:1][C:2]4[CH:3]=[CH:4][CH:5]=[CH:6][CH:7]=4)=[O:26])[CH3:25])[N:14]=[CH:15]3)=[C:20]2[CH:22]=1)=[O:36])[C:39]1[CH:44]=[CH:43][CH:42]=[CH:41][CH:40]=1, predict the reactants needed to synthesize it. The reactants are: [CH2:1]([O:8][C:9](=[O:26])[NH:10][C@@H:11]([CH3:25])[CH2:12][N:13]1[C:21]2[C:16](=[CH:17][CH:18]=[C:19]([OH:24])[C:20]=2[CH:22]=O)[CH:15]=[N:14]1)[C:2]1[CH:7]=[CH:6][CH:5]=[CH:4][CH:3]=1.C(=O)([O-])[O-].[K+].[K+].Br[CH2:34][C:35]([O:37][CH2:38][C:39]1[CH:44]=[CH:43][CH:42]=[CH:41][CH:40]=1)=[O:36].[Cl-].[NH4+]. (5) Given the product [Cl:1][C:2]1[CH:7]=[CH:6][C:5]([CH2:8][NH:9][CH2:10][CH2:11][CH2:12][CH3:13])=[CH:4][CH:3]=1, predict the reactants needed to synthesize it. The reactants are: [Cl:1][C:2]1[CH:7]=[CH:6][C:5]([CH2:8][NH2:9])=[CH:4][CH:3]=1.[CH:10](=O)[CH2:11][CH2:12][CH3:13]. (6) Given the product [CH2:10]([C:8]1[CH:9]=[C:4]([CH:5]=[C:6]([CH3:11])[N:7]=1)[C:3]([NH:2][OH:1])=[NH:12])[CH3:13], predict the reactants needed to synthesize it. The reactants are: [OH:1][NH:2][C:3](=[NH:12])[C:4]1[CH:9]=[C:8]([CH3:10])[N:7]=[C:6]([CH3:11])[CH:5]=1.[CH2:13](OC(=O)C1C=C(C)N=C(CC)C=1)C.